Dataset: Retrosynthesis with 50K atom-mapped reactions and 10 reaction types from USPTO. Task: Predict the reactants needed to synthesize the given product. (1) Given the product COC(=O)c1ccc(-c2ccccc2)cc1NC(=O)c1cc(C2CCN(CCO[Si](C)(C)C(C)(C)C)CC2)ccc1OCc1ccccc1, predict the reactants needed to synthesize it. The reactants are: CC(C)(C)[Si](C)(C)OCC=O.COC(=O)c1ccc(-c2ccccc2)cc1NC(=O)c1cc(C2CCNCC2)ccc1OCc1ccccc1. (2) Given the product CCCCCCC(Nc1ccc(C(=O)NCCC(=O)O)cc1)c1oc2ccc(OC)cc2c1C, predict the reactants needed to synthesize it. The reactants are: CCCCCCC(Nc1ccc(C(=O)NCCC(=O)OCC)cc1)c1oc2ccc(OC)cc2c1C. (3) Given the product CCOc1ccc2ccnc(N3CCN(C(=O)OC(C)(C)C)CC3)c2c1, predict the reactants needed to synthesize it. The reactants are: CC(C)(C)OC(=O)N1CCN(c2nccc3ccc(O)cc23)CC1.CCI. (4) Given the product Brc1ccc(OC2CNC2)cn1, predict the reactants needed to synthesize it. The reactants are: CC(C)(C)OC(=O)N1CC(Oc2ccc(Br)nc2)C1. (5) Given the product CC(OS(C)(=O)=O)c1cc2nc(Cl)nc(N3CCOCC3)c2s1, predict the reactants needed to synthesize it. The reactants are: CC(O)c1cc2nc(Cl)nc(N3CCOCC3)c2s1.CS(=O)(=O)Cl.